Dataset: Forward reaction prediction with 1.9M reactions from USPTO patents (1976-2016). Task: Predict the product of the given reaction. (1) Given the reactants [Cl:1][C:2]1[CH:3]=[C:4]2[C:12](=[CH:13][CH:14]=1)[NH:11][C:10]1[C:9](=O)[CH2:8][CH2:7][CH2:6][C:5]2=1.C([O-])(=O)C.[NH4+].C([BH3-])#[N:22].[Na+].Cl, predict the reaction product. The product is: [Cl:1][C:2]1[CH:3]=[C:4]2[C:12](=[CH:13][CH:14]=1)[NH:11][C:10]1[CH:9]([NH2:22])[CH2:8][CH2:7][CH2:6][C:5]2=1. (2) Given the reactants [H-].[Na+].[C:3]([C:7]1[CH:12]=[CH:11][C:10]([S:13]([NH:16][C:17]2[C:22]([O:23][C:24]3[CH:29]=[CH:28][CH:27]=[CH:26][C:25]=3[O:30][CH3:31])=[C:21]([O:32][CH2:33][C:34]#[C:35][CH2:36][OH:37])[N:20]=[C:19]([N:38]3[CH2:43][CH2:42][O:41][CH2:40][CH2:39]3)[N:18]=2)(=[O:15])=[O:14])=[CH:9][CH:8]=1)([CH3:6])([CH3:5])[CH3:4].[Br:44][C:45]1[CH:46]=[N:47][C:48](Cl)=[N:49][CH:50]=1, predict the reaction product. The product is: [C:3]([C:7]1[CH:8]=[CH:9][C:10]([S:13]([NH:16][C:17]2[C:22]([O:23][C:24]3[CH:29]=[CH:28][CH:27]=[CH:26][C:25]=3[O:30][CH3:31])=[C:21]([O:32][CH2:33][C:34]#[C:35][CH2:36][O:37][C:48]3[N:49]=[CH:50][C:45]([Br:44])=[CH:46][N:47]=3)[N:20]=[C:19]([N:38]3[CH2:39][CH2:40][O:41][CH2:42][CH2:43]3)[N:18]=2)(=[O:15])=[O:14])=[CH:11][CH:12]=1)([CH3:6])([CH3:4])[CH3:5]. (3) Given the reactants [BrH:1].[Br:2][C:3]1[CH:4]=[C:5]([N+:10]([O-:12])=[O:11])[C:6](N)=[N:7][CH:8]=1.BrBr.S([O-])([O-])=O.[Na+].[Na+].[OH-].[Na+], predict the reaction product. The product is: [Br:1][C:6]1[C:5]([N+:10]([O-:12])=[O:11])=[CH:4][C:3]([Br:2])=[CH:8][N:7]=1. (4) Given the reactants [NH2:1][C:2]1[N:7]([CH3:8])[C:6](=[O:9])[CH:5]=[C:4]([NH:10][NH2:11])[N:3]=1.[Cl:12][C:13]1[CH:14]=[C:15]2[C:20](=[CH:21][CH:22]=1)[N:19]=[CH:18][CH:17]=[C:16]2[CH:23]=O, predict the reaction product. The product is: [NH2:1][C:2]1[N:7]([CH3:8])[C:6](=[O:9])[CH:5]=[C:4]([NH:10][N:11]=[CH:23][C:16]2[C:15]3[C:20](=[CH:21][CH:22]=[C:13]([Cl:12])[CH:14]=3)[N:19]=[CH:18][CH:17]=2)[N:3]=1. (5) Given the reactants [C:1]([CH2:5][O:6][C:7]1[CH:12]=CC(N=NC2C=CC(CO)=CC=2)=CC=1)([O:3][CH3:4])=O.[N-:23]=[N+:24]=[N-:25].[Na+].CN([CH:30]=[O:31])C, predict the reaction product. The product is: [N:23]([CH2:12][CH2:7][O:6][CH2:5][CH2:1][O:3][CH2:4][CH2:30][OH:31])=[N+:24]=[N-:25].